From a dataset of Forward reaction prediction with 1.9M reactions from USPTO patents (1976-2016). Predict the product of the given reaction. (1) Given the reactants [CH3:1][N:2]([CH2:4][C:5]1[CH:12]=[CH:11][C:8]([CH:9]=O)=[CH:7][CH:6]=1)[CH3:3].[O:13]1[C:17]([C:18]2[CH:23]=[CH:22][C:21]([NH:24][NH2:25])=[CH:20][CH:19]=2)=[CH:16][N:15]=[CH:14]1, predict the reaction product. The product is: [O:13]1[C:17]([C:18]2[CH:19]=[CH:20][C:21]([NH:24][N:25]=[CH:9][C:8]3[CH:11]=[CH:12][C:5]([CH2:4][N:2]([CH3:3])[CH3:1])=[CH:6][CH:7]=3)=[CH:22][CH:23]=2)=[CH:16][N:15]=[CH:14]1. (2) Given the reactants [OH-].[Na+].[C:3]([C:5]1[C:10]2[N:11]=[C:12]([C:14]3[S:15][CH:16]=[C:17]([C:19]([O:21]CC)=[O:20])[N:18]=3)[O:13][C:9]=2[C:8]([N:24]2[CH2:28][CH2:27][C@H:26]([N:29]([CH3:31])[CH3:30])[CH2:25]2)=[C:7]([C:32]2[CH:37]=[CH:36][CH:35]=[CH:34][CH:33]=2)[C:6]=1[CH3:38])#[N:4].Cl, predict the reaction product. The product is: [C:3]([C:5]1[C:10]2[N:11]=[C:12]([C:14]3[S:15][CH:16]=[C:17]([C:19]([OH:21])=[O:20])[N:18]=3)[O:13][C:9]=2[C:8]([N:24]2[CH2:28][CH2:27][C@H:26]([N:29]([CH3:31])[CH3:30])[CH2:25]2)=[C:7]([C:32]2[CH:33]=[CH:34][CH:35]=[CH:36][CH:37]=2)[C:6]=1[CH3:38])#[N:4]. (3) Given the reactants [C:1]([N:4]1[CH2:9][CH2:8][C:7]2[N:10]([CH2:23][C:24](=O)[CH2:25][N:26]3[CH2:31][CH2:30][N:29]([C:32]4[CH:37]=[CH:36][CH:35]=[CH:34][C:33]=4[CH3:38])[CH2:28][CH2:27]3)[N:11]=[C:12]([C:13]3[CH:18]=[CH:17][C:16]([C:19]([F:22])([F:21])[F:20])=[CH:15][CH:14]=3)[C:6]=2[CH2:5]1)(=[O:3])[CH3:2].[NH2:40][CH2:41][CH2:42][N:43]1[CH2:48][CH2:47][NH:46][CH2:45][CH2:44]1.C(O)(=O)C.C(O[BH-](OC(=O)C)OC(=O)C)(=O)C.[Na+], predict the reaction product. The product is: [N:43]1([CH2:42][CH2:41][NH:40][CH:24]([CH2:25][N:26]2[CH2:27][CH2:28][N:29]([C:32]3[CH:37]=[CH:36][CH:35]=[CH:34][C:33]=3[CH3:38])[CH2:30][CH2:31]2)[CH2:23][N:10]2[C:7]3[CH2:8][CH2:9][N:4]([C:1](=[O:3])[CH3:2])[CH2:5][C:6]=3[C:12]([C:13]3[CH:18]=[CH:17][C:16]([C:19]([F:21])([F:22])[F:20])=[CH:15][CH:14]=3)=[N:11]2)[CH2:48][CH2:47][NH:46][CH2:45][CH2:44]1. (4) Given the reactants Br[C:2]1[CH:3]=[C:4]([CH3:10])[C:5]([Cl:9])=[C:6]([CH3:8])[CH:7]=1.[C:11]([NH:14][C:15](=[CH2:20])[C:16]([O:18][CH3:19])=[O:17])(=[O:13])[CH3:12].C1(C)C=CC=CC=1P(C1C=CC=CC=1C)C1C=CC=CC=1C, predict the reaction product. The product is: [C:11]([NH:14][C:15](=[CH:20][C:2]1[CH:3]=[C:4]([CH3:10])[C:5]([Cl:9])=[C:6]([CH3:8])[CH:7]=1)[C:16]([O:18][CH3:19])=[O:17])(=[O:13])[CH3:12].